Predict the product of the given reaction. From a dataset of Forward reaction prediction with 1.9M reactions from USPTO patents (1976-2016). (1) Given the reactants C([O-])(=O)C.[K+].Br[C:7]1[CH:12]=[CH:11][C:10]([N:13]2[N:17]=[C:16]([O:18][CH3:19])[CH:15]=[N:14]2)=[CH:9][CH:8]=1.[B:20]1([B:20]2[O:24][C:23]([CH3:26])([CH3:25])[C:22]([CH3:28])([CH3:27])[O:21]2)[O:24][C:23]([CH3:26])([CH3:25])[C:22]([CH3:28])([CH3:27])[O:21]1, predict the reaction product. The product is: [CH3:19][O:18][C:16]1[CH:15]=[N:14][N:13]([C:10]2[CH:11]=[CH:12][C:7]([B:20]3[O:24][C:23]([CH3:26])([CH3:25])[C:22]([CH3:28])([CH3:27])[O:21]3)=[CH:8][CH:9]=2)[N:17]=1. (2) Given the reactants [CH2:1]([N:3]([CH2:16][O:17][CH3:18])[C:4](=[O:15])[C:5]1[CH:10]=[CH:9][CH:8]=[CH:7][C:6]=1[Si:11]([CH3:14])([CH3:13])[CH3:12])[CH3:2].[CH3:19]I, predict the reaction product. The product is: [CH2:1]([N:3]([CH2:16][O:17][CH3:18])[C:4](=[O:15])[C:5]1[C:6]([Si:11]([CH3:13])([CH3:12])[CH3:14])=[CH:7][CH:8]=[CH:9][C:10]=1[CH3:19])[CH3:2]. (3) The product is: [ClH:28].[CH3:24][NH:25][CH2:20][C:9]1[CH:8]=[C:7]([C:1]2[CH:6]=[CH:5][CH:4]=[CH:3][CH:2]=2)[N:11]([S:12]([C:15]2[S:16][CH:17]=[CH:18][CH:19]=2)(=[O:14])=[O:13])[CH:10]=1. Given the reactants [C:1]1([C:7]2[N:11]([S:12]([C:15]3[S:16][CH:17]=[CH:18][CH:19]=3)(=[O:14])=[O:13])[CH:10]=[C:9]([CH:20]=O)[CH:8]=2)[CH:6]=[CH:5][CH:4]=[CH:3][CH:2]=1.CO.[CH3:24][NH2:25].[BH4-].[Na+].[ClH:28].C(=O)([O-])O.[Na+], predict the reaction product. (4) Given the reactants Br[CH2:2][C:3]1[CH:8]=[CH:7][CH:6]=[C:5]([CH3:9])[CH:4]=1.[NH2:10][C:11]1[N:16]=[C:15]([CH2:17][OH:18])[C:14]([C:19]2[CH:24]=[CH:23][C:22]([NH:25][CH2:26][C:27]3[CH:32]=[CH:31][C:30]([Cl:33])=[CH:29][CH:28]=3)=[CH:21][CH:20]=2)=[C:13]([NH2:34])[N:12]=1.CC([O-])(C)C.[Na+], predict the reaction product. The product is: [Cl:33][C:30]1[CH:29]=[CH:28][C:27]([CH2:26][NH:25][C:22]2[CH:21]=[CH:20][C:19]([C:14]3[C:13]([NH2:34])=[N:12][C:11]([NH2:10])=[N:16][C:15]=3[CH2:17][O:18][CH2:2][C:3]3[CH:8]=[CH:7][CH:6]=[C:5]([CH3:9])[CH:4]=3)=[CH:24][CH:23]=2)=[CH:32][CH:31]=1.